This data is from Full USPTO retrosynthesis dataset with 1.9M reactions from patents (1976-2016). The task is: Predict the reactants needed to synthesize the given product. (1) Given the product [CH3:20][N:16]1[CH2:17][CH2:18][CH2:19][C@H:14]([NH:13][C:5]2[C:4]3[CH:3]=[C:2]([C:27]4[CH:32]=[CH:31][CH:30]=[CH:29][CH:28]=4)[S:10][C:9]=3[C:8]([C:11]#[N:12])=[CH:7][N:6]=2)[CH2:15]1, predict the reactants needed to synthesize it. The reactants are: Br[C:2]1[S:10][C:9]2[C:8]([C:11]#[N:12])=[CH:7][N:6]=[C:5]([NH:13][C@H:14]3[CH2:19][CH2:18][CH2:17][N:16]([CH3:20])[CH2:15]3)[C:4]=2[CH:3]=1.C(=O)([O-])[O-].[Cs+].[Cs+].[C:27]1(B(O)O)[CH:32]=[CH:31][CH:30]=[CH:29][CH:28]=1. (2) Given the product [CH2:1]([O:3][C:4](=[O:31])[CH2:5][CH2:6][C:7]1[C:16]([CH3:17])=[C:15]([O:18][C:19]2[CH:24]=[CH:23][C:22]([S:25]([CH2:28][CH3:29])(=[O:26])=[O:27])=[CH:21][CH:20]=2)[C:14]2[C:9](=[CH:10][CH:11]=[C:12]([F:30])[CH:13]=2)[CH:8]=1)[CH3:2], predict the reactants needed to synthesize it. The reactants are: [CH2:1]([O:3][C:4](=[O:31])[CH:5]=[CH:6][C:7]1[C:16]([CH3:17])=[C:15]([O:18][C:19]2[CH:24]=[CH:23][C:22]([S:25]([CH2:28][CH3:29])(=[O:27])=[O:26])=[CH:21][CH:20]=2)[C:14]2[C:9](=[CH:10][CH:11]=[C:12]([F:30])[CH:13]=2)[CH:8]=1)[CH3:2]. (3) Given the product [NH2:13][C:3]1[CH:4]=[C:5]([CH2:8][C:9]([O:11][CH3:12])=[O:10])[CH:6]=[CH:7][C:2]=1[OH:1], predict the reactants needed to synthesize it. The reactants are: [OH:1][C:2]1[CH:7]=[CH:6][C:5]([CH2:8][C:9]([O:11][CH3:12])=[O:10])=[CH:4][C:3]=1[N+:13]([O-])=O. (4) Given the product [F:1][C:2]1[CH:3]=[C:4]([CH3:12])[C:5]([C:8]([F:9])([F:10])[F:11])=[CH:6][C:7]=1[N+:13]([O-:15])=[O:14], predict the reactants needed to synthesize it. The reactants are: [F:1][C:2]1[CH:7]=[CH:6][C:5]([C:8]([F:11])([F:10])[F:9])=[C:4]([CH3:12])[CH:3]=1.[N+:13]([O-])([O-:15])=[O:14].[K+]. (5) Given the product [NH2:9][C:8]1[N:18]([CH2:17][C:16]2[CH:20]=[CH:21][C:13]([Cl:12])=[CH:14][CH:15]=2)[N:19]=[C:1]([C:2]([CH3:5])([CH3:4])[CH3:3])[CH:7]=1, predict the reactants needed to synthesize it. The reactants are: [C:1]([CH2:7][C:8]#[N:9])(=O)[C:2]([CH3:5])([CH3:4])[CH3:3].Cl.Cl.[Cl:12][C:13]1[CH:21]=[CH:20][C:16]([CH2:17][NH:18][NH2:19])=[CH:15][CH:14]=1.C(O)C. (6) Given the product [CH:1]1([CH2:6][C@@H:7]([C:16]([N:18]2[CH:22]([C:23]([NH:25][C:26]3[CH:31]=[CH:30][CH:29]=[C:28]([CH2:32][CH3:33])[N:27]=3)=[O:24])[CH2:21][CH:20]=[N:19]2)=[O:17])[CH2:8][C:9]([OH:11])=[O:10])[CH2:5][CH2:4][CH2:3][CH2:2]1, predict the reactants needed to synthesize it. The reactants are: [CH:1]1([CH2:6][C@@H:7]([C:16]([N:18]2[CH:22]([C:23]([NH:25][C:26]3[CH:31]=[CH:30][CH:29]=[C:28]([CH2:32][CH3:33])[N:27]=3)=[O:24])[CH2:21][CH:20]=[N:19]2)=[O:17])[CH2:8][C:9]([O:11]C(C)(C)C)=[O:10])[CH2:5][CH2:4][CH2:3][CH2:2]1.Cl. (7) Given the product [Cl:1][C:2]1[CH:7]=[CH:6][CH:5]=[CH:4][C:3]=1[C:8]1[NH:13][C:12](=[O:14])[N:11]=[C:10]([C:15]2[S:19][C:18]([C:20]([NH2:25])=[O:22])=[CH:17][CH:16]=2)[CH:9]=1, predict the reactants needed to synthesize it. The reactants are: [Cl:1][C:2]1[CH:7]=[CH:6][CH:5]=[CH:4][C:3]=1[C:8]1[NH:13][C:12](=[O:14])[N:11]=[C:10]([C:15]2[S:19][C:18]([C:20]([OH:22])=O)=[CH:17][CH:16]=2)[CH:9]=1.C([NH2:25])=O. (8) Given the product [CH2:22]([N:9]1[C:10]2[C:11]3([CH3:21])[C:18]([CH3:20])([CH3:19])[CH:14]([CH2:13][CH2:12]3)[C:15]=2[C:16](=[O:17])[N:8]1[C:3]1[CH:4]=[CH:5][CH:6]=[CH:7][C:2]=1[Cl:1])[C:23]1[CH:28]=[CH:27][CH:26]=[CH:25][CH:24]=1, predict the reactants needed to synthesize it. The reactants are: [Cl:1][C:2]1[CH:7]=[CH:6][CH:5]=[CH:4][C:3]=1[N:8]1[C:16](=[O:17])[C:15]2[C@@H:14]3[C:18]([CH3:20])([CH3:19])[C@@:11]([CH3:21])([CH2:12][CH2:13]3)[C:10]=2[NH:9]1.[CH2:22](Br)[C:23]1[CH:28]=[CH:27][CH:26]=[CH:25][CH:24]=1.ClC1C=CC=CC=1N1C(=O)C2[C@@H]3C(C)(C)[C@@](C)(CC3)C=2N1CC. (9) Given the product [N+:8]([C:5]1[CH:6]=[CH:7][C:2]([N:12]2[CH2:17][CH2:16][C:15](=[O:18])[CH2:14][CH2:13]2)=[N:3][CH:4]=1)([O-:10])=[O:9], predict the reactants needed to synthesize it. The reactants are: Cl[C:2]1[CH:7]=[CH:6][C:5]([N+:8]([O-:10])=[O:9])=[CH:4][N:3]=1.Cl.[N:12]1[CH:17]=[CH:16][C:15](=[O:18])[CH2:14][CH:13]=1.C(N(CC)CC)C.CCOC(C)=O. (10) Given the product [C:1]([O:5][C:6](=[O:56])[N:7]([CH:9]([C:11](=[O:55])[NH:12][CH:13]([C:18]([N:20]1[CH2:24][CH2:23][CH:22]2[N:25]([C:41](=[O:54])[CH2:42][NH2:43])[CH2:26][CH:27]([C:28](=[O:40])[NH:29][C:30]3[C:39]4[C:34](=[CH:35][CH:36]=[CH:37][CH:38]=4)[CH:33]=[CH:32][CH:31]=3)[CH:21]12)=[O:19])[C:14]([CH3:15])([CH3:17])[CH3:16])[CH3:10])[CH3:8])([CH3:2])([CH3:3])[CH3:4], predict the reactants needed to synthesize it. The reactants are: [C:1]([O:5][C:6](=[O:56])[N:7]([CH:9]([C:11](=[O:55])[NH:12][CH:13]([C:18]([N:20]1[CH2:24][CH2:23][CH:22]2[N:25]([C:41](=[O:54])[CH2:42][NH:43]C(OCC3C=CC=CC=3)=O)[CH2:26][CH:27]([C:28](=[O:40])[NH:29][C:30]3[C:39]4[C:34](=[CH:35][CH:36]=[CH:37][CH:38]=4)[CH:33]=[CH:32][CH:31]=3)[CH:21]12)=[O:19])[C:14]([CH3:17])([CH3:16])[CH3:15])[CH3:10])[CH3:8])([CH3:4])([CH3:3])[CH3:2].